From a dataset of Merck oncology drug combination screen with 23,052 pairs across 39 cell lines. Regression. Given two drug SMILES strings and cell line genomic features, predict the synergy score measuring deviation from expected non-interaction effect. (1) Drug 1: CS(=O)(=O)CCNCc1ccc(-c2ccc3ncnc(Nc4ccc(OCc5cccc(F)c5)c(Cl)c4)c3c2)o1. Drug 2: CCc1cnn2c(NCc3ccc[n+]([O-])c3)cc(N3CCCCC3CCO)nc12. Cell line: OVCAR3. Synergy scores: synergy=28.6. (2) Drug 1: COc1cc(C2c3cc4c(cc3C(OC3OC5COC(C)OC5C(O)C3O)C3COC(=O)C23)OCO4)cc(OC)c1O. Drug 2: CC1(c2nc3c(C(N)=O)cccc3[nH]2)CCCN1. Cell line: COLO320DM. Synergy scores: synergy=3.66. (3) Drug 1: Nc1ccn(C2OC(CO)C(O)C2(F)F)c(=O)n1. Drug 2: CS(=O)(=O)CCNCc1ccc(-c2ccc3ncnc(Nc4ccc(OCc5cccc(F)c5)c(Cl)c4)c3c2)o1. Cell line: LNCAP. Synergy scores: synergy=-6.00.